Predict which catalyst facilitates the given reaction. From a dataset of Catalyst prediction with 721,799 reactions and 888 catalyst types from USPTO. (1) Reactant: [C:1]([C:3]1[CH:4]([C:20]2[CH:25]=[CH:24][C:23]([CH3:26])=[CH:22][CH:21]=2)[C:5]([C:16]([O:18][CH3:19])=[O:17])=[C:6]([CH2:14][CH3:15])[NH:7][C:8]=1[CH2:9][C:10]([CH3:13])([CH3:12])[CH3:11])#[N:2].[N+]([O-])([O-])=O.[NH4+].[Ce]. Product: [C:1]([C:3]1[C:8]([CH2:9][C:10]([CH3:11])([CH3:13])[CH3:12])=[N:7][C:6]([CH2:14][CH3:15])=[C:5]([C:4]=1[C:20]1[CH:21]=[CH:22][C:23]([CH3:26])=[CH:24][CH:25]=1)[C:16]([O:18][CH3:19])=[O:17])#[N:2]. The catalyst class is: 95. (2) Reactant: [C:1]([C@H:5]1[CH2:10][CH2:9][C@H:8]([O:11][C:12]2[CH:13]=[C:14]3[C:19](=[CH:20][CH:21]=2)[CH:18]=[C:17]([C:22]([N:24]2[CH2:29][CH2:28][CH:27]([C:30]([O:32]C)=[O:31])[CH2:26][CH2:25]2)=[O:23])[CH:16]=[CH:15]3)[CH2:7][CH2:6]1)([CH3:4])([CH3:3])[CH3:2].[OH-].[Na+].O.Cl. Product: [C:1]([C@H:5]1[CH2:10][CH2:9][C@H:8]([O:11][C:12]2[CH:13]=[C:14]3[C:19](=[CH:20][CH:21]=2)[CH:18]=[C:17]([C:22]([N:24]2[CH2:29][CH2:28][CH:27]([C:30]([OH:32])=[O:31])[CH2:26][CH2:25]2)=[O:23])[CH:16]=[CH:15]3)[CH2:7][CH2:6]1)([CH3:4])([CH3:2])[CH3:3]. The catalyst class is: 5.